Predict which catalyst facilitates the given reaction. From a dataset of Catalyst prediction with 721,799 reactions and 888 catalyst types from USPTO. (1) Reactant: [CH3:1][C:2]1[N:3]=[C:4]([C:7]2([N:13]([C:17]3[CH:22]=[CH:21][CH:20]=[CH:19][CH:18]=3)[C:14](=[O:16])[CH3:15])[CH2:12][CH2:11][NH:10][CH2:9][CH2:8]2)[S:5][CH:6]=1.[F:23][C:24]([F:35])([F:34])[O:25][C:26]1[CH:33]=[CH:32][C:29]([CH:30]=O)=[CH:28][CH:27]=1.C(O[BH-](OC(=O)C)OC(=O)C)(=O)C.[Na+].C(OCC)(=O)C. Product: [CH3:1][C:2]1[N:3]=[C:4]([C:7]2([N:13]([C:17]3[CH:18]=[CH:19][CH:20]=[CH:21][CH:22]=3)[C:14](=[O:16])[CH3:15])[CH2:12][CH2:11][N:10]([CH2:30][C:29]3[CH:32]=[CH:33][C:26]([O:25][C:24]([F:23])([F:34])[F:35])=[CH:27][CH:28]=3)[CH2:9][CH2:8]2)[S:5][CH:6]=1. The catalyst class is: 845. (2) Reactant: [Br:1][C:2]1[C:3](Cl)=[N:4][C:5]([NH:8][C:9]2[CH:10]=[CH:11][C:12]([S:15]([NH2:18])(=[O:17])=[O:16])=[N:13][CH:14]=2)=[N:6][CH:7]=1.[SH:20][CH:21]([CH2:25][CH3:26])[C:22](=[O:24])[CH3:23].C(N(CC)CC)C. Product: [Br:1][C:2]1[C:3]([S:20][CH:21]([CH2:25][CH3:26])[C:22](=[O:24])[CH3:23])=[N:4][C:5]([NH:8][C:9]2[CH:10]=[CH:11][C:12]([S:15]([NH2:18])(=[O:17])=[O:16])=[N:13][CH:14]=2)=[N:6][CH:7]=1. The catalyst class is: 3.